From a dataset of Catalyst prediction with 721,799 reactions and 888 catalyst types from USPTO. Predict which catalyst facilitates the given reaction. (1) Reactant: [CH2:1]([N:3]1[CH:12]=[C:11]([C:13]2[CH:14]=[N:15][NH:16][CH:17]=2)[C:10]2[C:5](=[CH:6][C:7]([O:20][CH3:21])=[C:8]([O:18][CH3:19])[CH:9]=2)[C:4]1=[O:22])[CH3:2].[H-].[Na+].[F:25][C:26]1[CH:33]=[CH:32][CH:31]=[CH:30][C:27]=1[CH2:28]Br. Product: [F:25][C:26]1[CH:33]=[CH:32][CH:31]=[CH:30][C:27]=1[CH2:28][N:15]1[CH:14]=[C:13]([C:11]2[C:10]3[C:5](=[CH:6][C:7]([O:20][CH3:21])=[C:8]([O:18][CH3:19])[CH:9]=3)[C:4](=[O:22])[N:3]([CH2:1][CH3:2])[CH:12]=2)[CH:17]=[N:16]1. The catalyst class is: 173. (2) Reactant: Br[C:2]1[CH:11]=[CH:10][C:5]([C:6]([NH:8][CH3:9])=[O:7])=[CH:4][CH:3]=1.[NH2:12][C@H:13]1[C:22]2[C:17](=[CH:18][CH:19]=[C:20]([CH:23]3[CH2:28][CH2:27][O:26][CH2:25][CH2:24]3)[CH:21]=2)[N:16]([C:29](=[O:31])[CH3:30])[C@@H:15]([CH3:32])[C@@H:14]1[CH3:33].CC(C)([O-])C.[Na+].CN(C1C(C2C(P(C3CCCCC3)C3CCCCC3)=CC=CC=2)=CC=CC=1)C. Product: [C:29]([N:16]1[C:17]2[C:22](=[CH:21][C:20]([CH:23]3[CH2:28][CH2:27][O:26][CH2:25][CH2:24]3)=[CH:19][CH:18]=2)[C@H:13]([NH:12][C:2]2[CH:11]=[CH:10][C:5]([C:6]([NH:8][CH3:9])=[O:7])=[CH:4][CH:3]=2)[C@@H:14]([CH3:33])[C@@H:15]1[CH3:32])(=[O:31])[CH3:30]. The catalyst class is: 62. (3) The catalyst class is: 53. Reactant: [Cl:1][C:2]1[C:11]2[C:6](=[CH:7][C:8]([CH3:12])=[CH:9][CH:10]=2)[N:5]=[C:4]([C:13]#[N:14])[CH:3]=1.C1C(=O)N([Br:22])C(=O)C1.C(OOC(=O)C1C=CC=CC=1)(=O)C1C=CC=CC=1. Product: [Br:22][CH2:12][C:8]1[CH:7]=[C:6]2[C:11]([C:2]([Cl:1])=[CH:3][C:4]([C:13]#[N:14])=[N:5]2)=[CH:10][CH:9]=1. (4) Reactant: Br[C:2]1[C:3]2[N:4]([C:9](=[O:23])[N:10]([CH2:12][C:13]3[CH:14]=[N:15][C:16]([C:19]([F:22])([F:21])[F:20])=[CH:17][CH:18]=3)[N:11]=2)[CH:5]=[N:6][C:7]=1Cl.[Cl:24][C:25]1[CH:30]=[CH:29][C:28](B(O)O)=[CH:27][CH:26]=1.C([O-])([O-])=O.[Na+].[Na+]. Product: [Cl:24][C:25]1[CH:30]=[CH:29][C:28]([C:7]2[N:6]=[CH:5][N:4]3[C:9](=[O:23])[N:10]([CH2:12][C:13]4[CH:14]=[N:15][C:16]([C:19]([F:22])([F:21])[F:20])=[CH:17][CH:18]=4)[N:11]=[C:3]3[C:2]=2[C:28]2[CH:29]=[CH:30][C:25]([Cl:24])=[CH:26][CH:27]=2)=[CH:27][CH:26]=1. The catalyst class is: 109. (5) Reactant: C[Mg]Cl.O1CCC[CH2:5]1.[C:9]([N:12]([CH2:26][C:27]1[CH:32]=[CH:31][CH:30]=[CH:29][C:28]=1[CH:33]=[O:34])[C:13]1[CH:18]=[CH:17][CH:16]=[CH:15][C:14]=1[O:19][C:20]1[CH:25]=[CH:24][CH:23]=[CH:22][CH:21]=1)(=[O:11])[CH3:10].[Cl-].[NH4+]. Product: [C:9]([N:12]([CH2:26][C:27]1[CH:32]=[CH:31][CH:30]=[CH:29][C:28]=1[CH:33]([OH:34])[CH3:5])[C:13]1[CH:18]=[CH:17][CH:16]=[CH:15][C:14]=1[O:19][C:20]1[CH:25]=[CH:24][CH:23]=[CH:22][CH:21]=1)(=[O:11])[CH3:10]. The catalyst class is: 7. (6) Reactant: C([Li])CCC.CC1(C)CCCC(C)(C)N1.[Br:16][C:17]1[CH:22]=[CH:21][CH:20]=[C:19]([F:23])[C:18]=1[Si:24]([CH3:27])([CH3:26])[CH3:25].[F:28][C:29]([F:36])([F:35])[C:30](OCC)=[O:31].[Cl-].[NH4+]. Product: [Br:16][C:17]1[CH:22]=[CH:21][C:20]([C:30](=[O:31])[C:29]([F:36])([F:35])[F:28])=[C:19]([F:23])[C:18]=1[Si:24]([CH3:27])([CH3:26])[CH3:25]. The catalyst class is: 323. (7) Reactant: CCCC[N+](CCCC)(CCCC)CCCC.[F-].[C:19]([O:23][C:24](=[O:47])[N:25]([CH2:30][C:31]1[CH:36]=[CH:35][C:34]([Cl:37])=[C:33]([C:38](C)(C)[O:39][SiH2]C(C)(C)C)[CH:32]=1)[CH2:26][CH:27]([F:29])[F:28])([CH3:22])([CH3:21])[CH3:20]. Product: [C:19]([O:23][C:24](=[O:47])[N:25]([CH2:30][C:31]1[CH:36]=[CH:35][C:34]([Cl:37])=[C:33]([CH2:38][OH:39])[CH:32]=1)[CH2:26][CH:27]([F:29])[F:28])([CH3:22])([CH3:20])[CH3:21]. The catalyst class is: 49. (8) Reactant: [CH2:1]([N:8]1[CH2:13][CH2:12][N:11]([C:14]([C:16]2[N:17]=[CH:18][N:19]([C:27]3[CH:32]=[CH:31][CH:30]=[C:29]([N:33]4[CH2:38][CH2:37][O:36][CH2:35][CH2:34]4)[CH:28]=3)[C:20]=2[C:21]2[CH:26]=[CH:25][CH:24]=[CH:23][CH:22]=2)=[O:15])[C@H:10]([CH2:39][C:40]2[CH:47]=[CH:46][C:43]([C:44]#[N:45])=[CH:42][CH:41]=2)[CH2:9]1)[C:2]1[CH:7]=[CH:6][CH:5]=[CH:4][CH:3]=1.C[Si]([N:52]=[N+:53]=[N-:54])(C)C.C([Sn](=O)CCCC)CCC. Product: [CH2:1]([N:8]1[CH2:13][CH2:12][N:11]([C:14]([C:16]2[N:17]=[CH:18][N:19]([C:27]3[CH:28]=[C:29]([N:33]4[CH2:38][CH2:37][O:36][CH2:35][CH2:34]4)[CH:30]=[CH:31][CH:32]=3)[C:20]=2[C:21]2[CH:22]=[CH:23][CH:24]=[CH:25][CH:26]=2)=[O:15])[C@H:10]([CH2:39][C:40]2[CH:41]=[CH:42][C:43]([C:44]3[NH:54][N:53]=[N:52][N:45]=3)=[CH:46][CH:47]=2)[CH2:9]1)[C:2]1[CH:7]=[CH:6][CH:5]=[CH:4][CH:3]=1. The catalyst class is: 11. (9) Reactant: [Cl:1]/[CH:2]=[C:3](\[C:15]1[N:16]=[N:17][CH:18]=[CH:19][CH:20]=1)/[O:4][Si](C(C)C)(C(C)C)C(C)C.C(=O)(O)[O-].[Na+]. Product: [Cl:1][CH2:2][C:3]([C:15]1[N:16]=[N:17][CH:18]=[CH:19][CH:20]=1)=[O:4]. The catalyst class is: 10. (10) Reactant: [Cl:1][C:2]1[CH:7]=[CH:6][C:5]([N+:8]([O-])=O)=[CH:4][C:3]=1[CH2:11][S:12][C:13]1[N:18]=[C:17]([OH:19])[CH:16]=[C:15]([CH3:20])[N:14]=1.O.NN. Product: [ClH:1].[NH2:8][C:5]1[CH:6]=[CH:7][C:2]([Cl:1])=[C:3]([CH2:11][S:12][C:13]2[N:18]=[C:17]([OH:19])[CH:16]=[C:15]([CH3:20])[N:14]=2)[CH:4]=1. The catalyst class is: 319.